From a dataset of Peptide-MHC class II binding affinity with 134,281 pairs from IEDB. Regression. Given a peptide amino acid sequence and an MHC pseudo amino acid sequence, predict their binding affinity value. This is MHC class II binding data. (1) The peptide sequence is RPSFNMLKRARNRVS. The MHC is DRB1_1101 with pseudo-sequence DRB1_1101. The binding affinity (normalized) is 0.984. (2) The MHC is DRB1_1301 with pseudo-sequence DRB1_1301. The peptide sequence is QDELIGRGRVSPGNG. The binding affinity (normalized) is 0.637. (3) The binding affinity (normalized) is 0.680. The MHC is DRB1_0801 with pseudo-sequence DRB1_0801. The peptide sequence is SMPFLRKTRWTFLLS.